Dataset: Retrosynthesis with 50K atom-mapped reactions and 10 reaction types from USPTO. Task: Predict the reactants needed to synthesize the given product. Given the product CC(C)(O)CC(=O)NCCn1ccc2ncnc(Nc3ccc4c(ccn4Cc4cccc(F)c4)c3)c21, predict the reactants needed to synthesize it. The reactants are: CC(C)(O)CC(=O)O.NCCn1ccc2ncnc(Nc3ccc4c(ccn4Cc4cccc(F)c4)c3)c21.